Dataset: Reaction yield outcomes from USPTO patents with 853,638 reactions. Task: Predict the reaction yield, written as a fraction of the theoretical maximum amount of product (1.0 means a 100% yield; for example, 0.34 means a 34% yield). (1) The reactants are [NH2:1][CH:2]([CH3:13])[C:3]([N:5]1[CH2:10][CH2:9][S:8](=[O:12])(=[O:11])[CH2:7][CH2:6]1)=O. The catalyst is C1COCC1. The product is [O:12]=[S:8]1(=[O:11])[CH2:9][CH2:10][N:5]([CH2:3][C@@H:2]([NH2:1])[CH3:13])[CH2:6][CH2:7]1. The yield is 0.900. (2) The reactants are [CH:1]1([N:6]2[C:11]3[N:12]=[C:13]([NH:17][CH2:18][CH3:19])[N:14]=[C:15]([CH3:16])[C:10]=3[CH:9]=[C:8]([CH2:20][CH2:21][C:22]([OH:24])=O)[C:7]2=[O:25])[CH2:5][CH2:4][CH2:3][CH2:2]1.[CH3:26][NH:27][CH3:28].C(N(CC)CC)C. The catalyst is CN(C=O)C. The product is [CH:1]1([N:6]2[C:11]3[N:12]=[C:13]([NH:17][CH2:18][CH3:19])[N:14]=[C:15]([CH3:16])[C:10]=3[CH:9]=[C:8]([CH2:20][CH2:21][C:22]([N:27]([CH3:28])[CH3:26])=[O:24])[C:7]2=[O:25])[CH2:5][CH2:4][CH2:3][CH2:2]1. The yield is 0.540.